From a dataset of Experimentally validated miRNA-target interactions with 360,000+ pairs, plus equal number of negative samples. Binary Classification. Given a miRNA mature sequence and a target amino acid sequence, predict their likelihood of interaction. (1) The miRNA is hsa-miR-4779 with sequence UAGGAGGGAAUAGUAAAAGCAG. The protein sequence of the target gene is MRAAAISTPKLDKMPGMFFSANPKELKGTTHSLLDDKMQKRRPKTFGMDMKAYLRSMIPHLESGMKSSKSKDVLSAAEVMQWSQSLEKLLANQTGQNVFGSFLKSEFSEENIEFWLACEDYKKTESDLLPCKAEEIYKAFVHSDAAKQINIDFRTRESTAKKIKAPTPTCFDEAQKVIYTLMEKDSYPRFLKSDIYLNLLNDLQANSLK. Result: 0 (no interaction). (2) The miRNA is hsa-miR-1282 with sequence UCGUUUGCCUUUUUCUGCUU. The protein sequence of the target gene is MAQSVLVPPGPDSFRFFTRESLAAIEQRIAEEKAKRPKQERKDEDDENGPKPNSDLEAGKSLPFIYGDIPPEMVSEPLEDLDPYYINKKTFIVLNKGKAISRFSATSALYILTPFNPIRKLAIKILVHSLFNVLIMCTILTNCVFMTMSNPPDWTKNVEYTFTGIYTFESLIKILARGFCLEDFTFLRDPWNWLDFTVITFAYVTEFVNLGNVSALRTFRVLRALKTISVIPGLKTIVGALIQSVKKLSDVMILTVFCLSVFALIGLQLFMGNLRNKCLQWPPDNSTFEINITSFFNNSL.... Result: 0 (no interaction).